This data is from Forward reaction prediction with 1.9M reactions from USPTO patents (1976-2016). The task is: Predict the product of the given reaction. (1) Given the reactants [F:1][C:2]1[C:3]([N:14]=[C:15]=[N:16][C:17]2[CH:22]=[C:21]([C:23]([F:26])([F:25])[F:24])[CH:20]=[CH:19][C:18]=2[O:27][CH3:28])=[C:4](/[CH:8]=[CH:9]/[C:10]([O:12][CH3:13])=[O:11])[CH:5]=[CH:6][CH:7]=1.[NH:29]1[CH2:34][CH2:33][NH:32][CH2:31][CH2:30]1, predict the reaction product. The product is: [F:1][C:2]1[CH:7]=[CH:6][CH:5]=[C:4]2[C:3]=1[N:14]=[C:15]([N:29]1[CH2:34][CH2:33][N:32]([C:2]3[CH:7]=[CH:6][CH:5]=[C:4]([CH3:8])[CH:3]=3)[CH2:31][CH2:30]1)[N:16]([C:17]1[CH:22]=[C:21]([C:23]([F:26])([F:25])[F:24])[CH:20]=[CH:19][C:18]=1[O:27][CH3:28])[CH:8]2[CH2:9][C:10]([O:12][CH3:13])=[O:11]. (2) Given the reactants [NH2:1][C:2]1[N:3]=[C:4]([NH:17][CH:18]2[CH2:23][CH2:22][NH:21][CH2:20][CH2:19]2)[S:5][C:6]=1[C:7]([C:9]1[C:14]([F:15])=[CH:13][CH:12]=[CH:11][C:10]=1[F:16])=[O:8].C(N(C(C)C)CC)(C)C.[Cl:33][CH2:34][CH2:35][CH2:36][S:37](Cl)(=[O:39])=[O:38].O, predict the reaction product. The product is: [NH2:1][C:2]1[N:3]=[C:4]([NH:17][CH:18]2[CH2:23][CH2:22][N:21]([S:37]([CH2:36][CH2:35][CH2:34][Cl:33])(=[O:39])=[O:38])[CH2:20][CH2:19]2)[S:5][C:6]=1[C:7]([C:9]1[C:14]([F:15])=[CH:13][CH:12]=[CH:11][C:10]=1[F:16])=[O:8]. (3) Given the reactants [NH2:1][C:2]1[S:3][C:4]2[C:10]([C:11]#[N:12])=[C:9]([O:13][C:14]3[CH:15]=[C:16]([NH:20][C:21](=[O:33])[C:22]4[CH:27]=[CH:26][CH:25]=[C:24]([C:28]([C:31]#[N:32])([CH3:30])[CH3:29])[CH:23]=4)[CH:17]=[CH:18][CH:19]=3)[CH:8]=[CH:7][C:5]=2[N:6]=1.Cl[CH2:35][C:36](Cl)=[O:37].C(=O)([O-])O.[Na+].C(N(CC)CC)C.[CH3:51][N:52]1[CH2:57][CH2:56][NH:55][CH2:54][CH2:53]1, predict the reaction product. The product is: [C:31]([C:28]([C:24]1[CH:23]=[C:22]([CH:27]=[CH:26][CH:25]=1)[C:21]([NH:20][C:16]1[CH:17]=[CH:18][CH:19]=[C:14]([O:13][C:9]2[CH:8]=[CH:7][C:5]3[N:6]=[C:2]([NH:1][C:36](=[O:37])[CH2:35][N:55]4[CH2:56][CH2:57][N:52]([CH3:51])[CH2:53][CH2:54]4)[S:3][C:4]=3[C:10]=2[C:11]#[N:12])[CH:15]=1)=[O:33])([CH3:30])[CH3:29])#[N:32]. (4) Given the reactants CCN(C(C)C)C(C)C.[C:10]1([CH2:16][CH2:17][C:18]([OH:20])=O)[CH:15]=[CH:14][CH:13]=[CH:12][CH:11]=1.C1C=CC2N(O)N=NC=2C=1.CCN=C=NCCCN(C)C.[CH2:42]([O:49][C:50]([CH:52]1[CH2:57][CH2:56][NH:55][CH2:54][CH2:53]1)=[O:51])[C:43]1[CH:48]=[CH:47][CH:46]=[CH:45][CH:44]=1, predict the reaction product. The product is: [CH2:42]([O:49][C:50]([CH:52]1[CH2:57][CH2:56][N:55]([C:18](=[O:20])[CH2:17][CH2:16][C:10]2[CH:11]=[CH:12][CH:13]=[CH:14][CH:15]=2)[CH2:54][CH2:53]1)=[O:51])[C:43]1[CH:44]=[CH:45][CH:46]=[CH:47][CH:48]=1. (5) Given the reactants Br[C:2]1[C:11]2[C:6](=[CH:7][C:8]([F:13])=[CH:9][C:10]=2[F:12])[N:5]=[C:4]([N:14]2[CH:19]=[CH:18][CH:17]=[CH:16][C:15]2=[O:20])[C:3]=1[CH3:21].[O:22]1[CH2:27][CH2:26][N:25]([C:28]2[CH:29]=[C:30]3[NH:36][CH2:35][C:34]4([CH2:41][CH2:40][O:39][CH2:38][CH2:37]4)[C:31]3=N[CH:33]=2)[CH2:24][CH2:23]1.[C:42]1(C)C=CC=CC=1, predict the reaction product. The product is: [F:12][C:10]1[CH:9]=[C:8]([F:13])[CH:7]=[C:6]2[C:11]=1[C:2]([N:36]1[C:30]3[C:31](=[CH:42][CH:33]=[C:28]([N:25]4[CH2:24][CH2:23][O:22][CH2:27][CH2:26]4)[CH:29]=3)[C:34]3([CH2:41][CH2:40][O:39][CH2:38][CH2:37]3)[CH2:35]1)=[C:3]([CH3:21])[C:4]([N:14]1[CH:19]=[CH:18][CH:17]=[CH:16][C:15]1=[O:20])=[N:5]2. (6) Given the reactants [CH:1]([C:3]1[S:17][C:6]2[O:7][C:8]3[CH:16]=[CH:15][CH:14]=[CH:13][C:9]=3[NH:10][C:11](=[O:12])[C:5]=2[CH:4]=1)=[O:2].[BH4-].[Na+], predict the reaction product. The product is: [OH:2][CH2:1][C:3]1[S:17][C:6]2[O:7][C:8]3[CH:16]=[CH:15][CH:14]=[CH:13][C:9]=3[NH:10][C:11](=[O:12])[C:5]=2[CH:4]=1. (7) Given the reactants [N:1]1([C:6]2[CH:39]=[CH:38][C:9]([CH2:10][C:11]3[C:12]([Cl:37])=[N:13][C:14]4[C:19]([C:20]=3[Cl:21])=[CH:18][C:17]([C:22]([C:30]3[CH:35]=[CH:34][C:33](Cl)=[CH:32][CH:31]=3)([C:24]3[CH:25]=[N:26][CH:27]=[CH:28][CH:29]=3)[OH:23])=[CH:16][CH:15]=4)=[CH:8][CH:7]=2)[CH:5]=[CH:4][CH:3]=[N:2]1.[CH3:40][O:41]C1C=CC(C(C2C=NC=CC=2)=O)=CC=1, predict the reaction product. The product is: [N:1]1([C:6]2[CH:39]=[CH:38][C:9]([CH2:10][C:11]3[C:12]([Cl:37])=[N:13][C:14]4[C:19]([C:20]=3[Cl:21])=[CH:18][C:17]([C:22]([C:30]3[CH:35]=[CH:34][C:33]([O:41][CH3:40])=[CH:32][CH:31]=3)([C:24]3[CH:25]=[N:26][CH:27]=[CH:28][CH:29]=3)[OH:23])=[CH:16][CH:15]=4)=[CH:8][CH:7]=2)[CH:5]=[CH:4][CH:3]=[N:2]1. (8) Given the reactants C(O)(C(F)(F)F)=O.[CH2:8]([C:10]1[C:18]2[C:13](=[CH:14][CH:15]=[CH:16][C:17]=2[NH:19][C:20]2[C:28]3[C:23](=[CH:24][N:25]=[CH:26][CH:27]=3)[O:22][C:21]=2[C:29]2[N:34]=[CH:33][CH:32]=[CH:31][N:30]=2)[N:12](C(OC(C)(C)C)=O)[N:11]=1)[CH3:9], predict the reaction product. The product is: [CH2:8]([C:10]1[C:18]2[C:17]([NH:19][C:20]3[C:28]4[C:23](=[CH:24][N:25]=[CH:26][CH:27]=4)[O:22][C:21]=3[C:29]3[N:34]=[CH:33][CH:32]=[CH:31][N:30]=3)=[CH:16][CH:15]=[CH:14][C:13]=2[NH:12][N:11]=1)[CH3:9]. (9) Given the reactants Br[C:2]1[C:7]([F:8])=[CH:6][C:5]([N:9]2[CH:13]=[CH:12][CH:11]=[N:10]2)=[C:4]([F:14])[CH:3]=1.[OH-:15].[K+], predict the reaction product. The product is: [F:8][C:7]1[CH:6]=[C:5]([N:9]2[CH:13]=[CH:12][CH:11]=[N:10]2)[C:4]([F:14])=[CH:3][C:2]=1[OH:15]. (10) Given the reactants [F:1][C:2]1[CH:7]=[CH:6][C:5]([NH2:8])=[CH:4][CH:3]=1.Cl.N([O-])=O.[Na+].[CH2:14]([CH:16](C(C)=O)[C:17]([O:19][CH2:20][CH3:21])=[O:18])[CH3:15].[OH-].[K+], predict the reaction product. The product is: [F:1][C:2]1[CH:7]=[C:6]2[C:5](=[CH:4][CH:3]=1)[NH:8][C:16]([C:17]([O:19][CH2:20][CH3:21])=[O:18])=[C:14]2[CH3:15].